Task: Predict the reactants needed to synthesize the given product.. Dataset: Full USPTO retrosynthesis dataset with 1.9M reactions from patents (1976-2016) (1) Given the product [Cl:1][C:2]1[CH:7]=[CH:6][C:5]([S:8][C:9]2[CH:14]=[CH:13][CH:12]=[CH:11][CH:10]=2)=[C:4]([CH:3]=1)[NH2:15], predict the reactants needed to synthesize it. The reactants are: [Cl:1][C:2]1[CH:7]=[CH:6][C:5]([S:8][C:9]2[CH:14]=[CH:13][CH:12]=[CH:11][CH:10]=2)=[C:4]([N+:15]([O-])=O)[CH:3]=1.C(SC1C=CC(N)=CC=1C)C. (2) Given the product [Cl:17][C:2]1[C:11]2[C:6](=[C:7]([CH3:14])[C:8]([O:12][CH3:13])=[CH:9][CH:10]=2)[N:5]=[CH:4][CH:3]=1, predict the reactants needed to synthesize it. The reactants are: O[C:2]1[C:11]2[C:6](=[C:7]([CH3:14])[C:8]([O:12][CH3:13])=[CH:9][CH:10]=2)[N:5]=[CH:4][CH:3]=1.O=P(Cl)(Cl)[Cl:17].